This data is from Reaction yield outcomes from USPTO patents with 853,638 reactions. The task is: Predict the reaction yield, written as a fraction of the theoretical maximum amount of product (1.0 means a 100% yield; for example, 0.34 means a 34% yield). (1) The reactants are [NH2:1][C:2]1[C:11]2[C:6](=[C:7](Br)[CH:8]=[CH:9][CH:10]=2)[N:5]=[N:4][C:3]=1[C:13]([NH:15][CH2:16][CH2:17][CH3:18])=[O:14].[CH3:19][C:20]1[CH:25]=[CH:24][N:23]=[CH:22][C:21]=1B(O)O. No catalyst specified. The product is [NH2:1][C:2]1[C:11]2[C:6](=[C:7]([C:21]3[CH:22]=[N:23][CH:24]=[CH:25][C:20]=3[CH3:19])[CH:8]=[CH:9][CH:10]=2)[N:5]=[N:4][C:3]=1[C:13]([NH:15][CH2:16][CH2:17][CH3:18])=[O:14]. The yield is 0.860. (2) The reactants are [CH2:1]([N:5]([CH2:22][CH:23]([CH3:25])[CH3:24])[C:6]1[CH:11]=[CH:10][C:9]([C:12]2([CH2:15][C:16]([OH:18])=[O:17])[CH2:14][CH2:13]2)=[CH:8][C:7]=1[N+:19]([O-])=O)[CH:2]([CH3:4])[CH3:3]. The catalyst is CO.[Pd]. The product is [NH2:19][C:7]1[CH:8]=[C:9]([C:12]2([CH2:15][C:16]([OH:18])=[O:17])[CH2:13][CH2:14]2)[CH:10]=[CH:11][C:6]=1[N:5]([CH2:22][CH:23]([CH3:24])[CH3:25])[CH2:1][CH:2]([CH3:3])[CH3:4]. The yield is 0.494. (3) The reactants are [NH2:1][C:2]1[C:11]([CH2:12][OH:13])=[C:10]([C:14]2[CH:19]=[CH:18][C:17]([CH3:20])=[CH:16][CH:15]=2)[C:5]([C:6]([O:8][CH3:9])=[O:7])=[C:4]([CH3:21])[N:3]=1.C1C=C[NH+]=CC=1.[O-][Cr](Cl)(=O)=O. The catalyst is ClCCl. The product is [NH2:1][C:2]1[C:11]([CH:12]=[O:13])=[C:10]([C:14]2[CH:15]=[CH:16][C:17]([CH3:20])=[CH:18][CH:19]=2)[C:5]([C:6]([O:8][CH3:9])=[O:7])=[C:4]([CH3:21])[N:3]=1. The yield is 0.790. (4) The product is [C:7]([O:6][C:5]([NH:4][CH2:1][CH2:2][CH2:3][C:28]1[CH:37]=[CH:36][CH:35]=[CH:34][C:29]=1[C:30]([O:32][CH3:33])=[O:31])=[O:11])([CH3:10])([CH3:9])[CH3:8]. The catalyst is C1COCC1.CCOC(C)=O.C1C=CC(P(C2C=CC=CC=2)[C-]2C=CC=C2)=CC=1.C1C=CC(P(C2C=CC=CC=2)[C-]2C=CC=C2)=CC=1.Cl[Pd]Cl.[Fe+2]. The reactants are [CH2:1]([NH:4][C:5](=[O:11])[O:6][C:7]([CH3:10])([CH3:9])[CH3:8])[CH:2]=[CH2:3].B1C2CCCC1CCC2.C([O-])([O-])=O.[Cs+].[Cs+].I[C:28]1[CH:37]=[CH:36][CH:35]=[CH:34][C:29]=1[C:30]([O:32][CH3:33])=[O:31]. The yield is 0.930. (5) The reactants are [CH3:1][C:2]1[O:6][N:5]=[C:4]([C:7]2[CH:12]=[CH:11][CH:10]=[CH:9][CH:8]=2)[C:3]=1[CH2:13][O:14][C:15]1[CH:23]=[CH:22][C:18]([C:19]([OH:21])=O)=[CH:17][N:16]=1.[CH3:24][C:25]1([CH3:31])[CH2:30][O:29][CH2:28][CH2:27][NH:26]1. No catalyst specified. The product is [CH3:24][C:25]1([CH3:31])[CH2:30][O:29][CH2:28][CH2:27][N:26]1[C:19]([C:18]1[CH:17]=[N:16][C:15]([O:14][CH2:13][C:3]2[C:4]([C:7]3[CH:8]=[CH:9][CH:10]=[CH:11][CH:12]=3)=[N:5][O:6][C:2]=2[CH3:1])=[CH:23][CH:22]=1)=[O:21]. The yield is 0.250. (6) The reactants are FC(F)(F)S(O[C:7]1[CH:16]=[C:15]2[C:10]([CH:11]([C:18]3[CH:23]=[CH:22][C:21]([Cl:24])=[CH:20][CH:19]=3)[CH2:12][N:13]([CH3:17])[CH2:14]2)=[CH:9][C:8]=1[F:25])(=O)=O.BrCC(C1C=CC(Cl)=CC=1)=O.[C:39]([C:42]1[CH:47]=[CH:46][C:45](B(O)O)=[CH:44][CH:43]=1)(=[O:41])[NH2:40].C(=O)([O-])[O-].[Cs+].[Cs+]. The catalyst is O.CN(C)C=O. The product is [Cl:24][C:21]1[CH:22]=[CH:23][C:18]([CH:11]2[C:10]3[C:15](=[CH:16][C:7]([C:45]4[CH:46]=[CH:47][C:42]([C:39]([NH2:40])=[O:41])=[CH:43][CH:44]=4)=[C:8]([F:25])[CH:9]=3)[CH2:14][N:13]([CH3:17])[CH2:12]2)=[CH:19][CH:20]=1. The yield is 0.320.